Dataset: Forward reaction prediction with 1.9M reactions from USPTO patents (1976-2016). Task: Predict the product of the given reaction. (1) The product is: [C:1]([C:3](=[CH:7][C:8]1[CH:9]=[CH:10][C:11]([OH:14])=[CH:12][CH:13]=1)[C:4]([OH:6])=[O:5])#[N:2].[CH2:15]([NH2:19])[CH2:16][CH2:17][CH3:18]. Given the reactants [C:1]([C:3](=[CH:7][C:8]1[CH:13]=[CH:12][C:11]([OH:14])=[CH:10][CH:9]=1)[C:4]([OH:6])=[O:5])#[N:2].[CH2:15]([NH2:19])[CH2:16][CH2:17][CH3:18], predict the reaction product. (2) The product is: [CH3:1]/[C:2](=[CH:8]\[CH2:9][CH2:10][CH2:11][CH2:12][CH2:13][CH2:14][CH2:15]/[CH:16]=[CH:17]/[CH2:18]/[CH:19]=[CH:20]/[CH2:21]/[CH:22]=[CH:23]/[CH2:24][CH3:25])/[C:3]([OH:5])=[O:4]. Given the reactants [CH3:1]/[C:2](=[CH:8]\[CH2:9][CH2:10][CH2:11][CH2:12][CH2:13][CH2:14][CH2:15]/[CH:16]=[CH:17]\[CH2:18]/[CH:19]=[CH:20]\[CH2:21]/[CH:22]=[CH:23]\[CH2:24][CH3:25])/[C:3]([O:5]CC)=[O:4].[Li+].[OH-].Cl, predict the reaction product. (3) Given the reactants [Cl:1][C:2]1[CH:20]=[C:19]([Cl:21])[CH:18]=[CH:17][C:3]=1[CH2:4][N:5]1[CH:9]=[C:8]([CH2:10][CH2:11][CH2:12][OH:13])[C:7]([O:14][CH2:15][CH3:16])=[N:6]1.O[C:23]1[CH:27]=[C:26]([CH2:28][CH2:29][C:30]([O:32]CC)=[O:31])[N:25]([C:35]2[CH:40]=[CH:39][CH:38]=[CH:37][CH:36]=2)[N:24]=1.C(P(CCCC)CCCC)CCC.N(C(N1CCCCC1)=O)=NC(N1CCCCC1)=O.O1CCCC1CO.[OH-].[Na+].Cl, predict the reaction product. The product is: [Cl:1][C:2]1[CH:20]=[C:19]([Cl:21])[CH:18]=[CH:17][C:3]=1[CH2:4][N:5]1[CH:9]=[C:8]([CH2:10][CH2:11][CH2:12][O:13][C:23]2[CH:27]=[C:26]([CH2:28][CH2:29][C:30]([OH:32])=[O:31])[N:25]([C:35]3[CH:40]=[CH:39][CH:38]=[CH:37][CH:36]=3)[N:24]=2)[C:7]([O:14][CH2:15][CH3:16])=[N:6]1. (4) Given the reactants [CH2:1]([C@@H:3]1[CH2:12][C:11]2[N:10]=[CH:9][N:8]=[C:7]([N:13]3[CH2:19][C:18]4[CH:20]=[C:21](B(O)O)[CH:22]=[CH:23][C:17]=4[O:16][CH2:15][CH2:14]3)[C:6]=2[CH2:5][CH2:4]1)[CH3:2].[NH2:27][C:28]1[C:33]([S:34]([N:37]2[CH2:41][CH2:40][C@@H:39]([NH:42]C(=O)OC(C)(C)C)[CH2:38]2)(=[O:36])=[O:35])=[CH:32][C:31](Br)=[CH:30][N:29]=1, predict the reaction product. The product is: [NH2:42][C@@H:39]1[CH2:40][CH2:41][N:37]([S:34]([C:33]2[C:28]([NH2:27])=[N:29][CH:30]=[C:31]([C:21]3[CH:22]=[CH:23][C:17]4[O:16][CH2:15][CH2:14][N:13]([C:7]5[C:6]6[CH2:5][CH2:4][C@H:3]([CH2:1][CH3:2])[CH2:12][C:11]=6[N:10]=[CH:9][N:8]=5)[CH2:19][C:18]=4[CH:20]=3)[CH:32]=2)(=[O:35])=[O:36])[CH2:38]1.